From a dataset of Forward reaction prediction with 1.9M reactions from USPTO patents (1976-2016). Predict the product of the given reaction. (1) Given the reactants [Br:1][C:2]1[C:7]([OH:8])=[CH:6][CH:5]=[CH:4][C:3]=1[C:9](=[O:11])[CH3:10].[F:12][C:13]([F:21])(S(F)(=O)=O)C(O)=O.O, predict the reaction product. The product is: [Br:1][C:2]1[C:7]([O:8][CH:13]([F:21])[F:12])=[CH:6][CH:5]=[CH:4][C:3]=1[C:9](=[O:11])[CH3:10]. (2) Given the reactants F[C:2]1[CH:11]=[C:10]([C:12]2[N:17]=[C:16]3[N:18]([CH2:21][C:22]4[CH:23]=[C:24]5[C:29](=[CH:30][CH:31]=4)[N:28]=[CH:27][CH:26]=[CH:25]5)[N:19]=[N:20][C:15]3=[CH:14][CH:13]=2)[CH:9]=[CH:8][C:3]=1C(NC)=O.[CH3:32][O:33]C1C=CC(B(O)O)=CC=1.C(=O)([O-])[O-].[K+].[K+].O, predict the reaction product. The product is: [CH3:32][O:33][C:3]1[CH:2]=[CH:11][C:10]([C:12]2[N:17]=[C:16]3[N:18]([CH2:21][C:22]4[CH:23]=[C:24]5[C:29](=[CH:30][CH:31]=4)[N:28]=[CH:27][CH:26]=[CH:25]5)[N:19]=[N:20][C:15]3=[CH:14][CH:13]=2)=[CH:9][CH:8]=1. (3) The product is: [F:34][C:22]1[CH:23]=[C:24]([NH:28][C:29](=[O:33])[CH:30]([CH3:32])[CH3:31])[CH:25]=[C:26]([F:27])[C:21]=1[B:35]1[O:39][C:38]([CH3:41])([CH3:40])[C:37]([CH3:43])([CH3:42])[O:36]1. Given the reactants C1(P(C2CCCCC2)C2CCCCC2)CCCCC1.Br[C:21]1[C:26]([F:27])=[CH:25][C:24]([NH:28][C:29](=[O:33])[CH:30]([CH3:32])[CH3:31])=[CH:23][C:22]=1[F:34].[B:35]1([B:35]2[O:39][C:38]([CH3:41])([CH3:40])[C:37]([CH3:43])([CH3:42])[O:36]2)[O:39][C:38]([CH3:41])([CH3:40])[C:37]([CH3:43])([CH3:42])[O:36]1.C([O-])(=O)C.[K+], predict the reaction product. (4) Given the reactants [C:1](OC(=O)C)(=[O:3])[CH3:2].[OH:8][C:9]([C:11]([F:14])([F:13])[F:12])=[O:10].[F:15][C:16]1[CH:42]=[C:41]([O:43][CH3:44])[CH:40]=[CH:39][C:17]=1[O:18][CH:19]1[CH2:24][CH2:23][N:22]([C:25]2[N:30]=[C:29]3[CH2:31][NH:32][CH2:33][CH2:34][C:28]3=[N:27][C:26]=2[NH:35][CH:36]([CH3:38])[CH3:37])[CH2:21][CH2:20]1.N1C=CC=CC=1, predict the reaction product. The product is: [F:15][C:16]1[CH:42]=[C:41]([O:43][CH3:44])[CH:40]=[CH:39][C:17]=1[O:18][CH:19]1[CH2:20][CH2:21][N:22]([C:25]2[N:30]=[C:29]3[CH2:31][N:32]([C:1](=[O:3])[CH3:2])[CH2:33][CH2:34][C:28]3=[N:27][C:26]=2[NH:35][CH:36]([CH3:38])[CH3:37])[CH2:23][CH2:24]1.[C:9]([OH:10])([C:11]([F:14])([F:13])[F:12])=[O:8]. (5) Given the reactants C[O:2][C:3](=O)[C:4]1[CH:9]=[CH:8][CH:7]=[C:6]([CH:10]2[CH2:15][CH2:14][N:13]([CH2:16][CH2:17][CH3:18])[CH2:12][CH2:11]2)[CH:5]=1.C([NH2:22])=O.C[O-].[Na+], predict the reaction product. The product is: [CH2:16]([N:13]1[CH2:14][CH2:15][CH:10]([C:6]2[CH:5]=[C:4]([CH:9]=[CH:8][CH:7]=2)[C:3]([NH2:22])=[O:2])[CH2:11][CH2:12]1)[CH2:17][CH3:18].